Dataset: NCI-60 drug combinations with 297,098 pairs across 59 cell lines. Task: Regression. Given two drug SMILES strings and cell line genomic features, predict the synergy score measuring deviation from expected non-interaction effect. Drug 1: CS(=O)(=O)CCNCC1=CC=C(O1)C2=CC3=C(C=C2)N=CN=C3NC4=CC(=C(C=C4)OCC5=CC(=CC=C5)F)Cl. Drug 2: C1=CC=C(C(=C1)C(C2=CC=C(C=C2)Cl)C(Cl)Cl)Cl. Cell line: CAKI-1. Synergy scores: CSS=1.96, Synergy_ZIP=-0.877, Synergy_Bliss=-1.56, Synergy_Loewe=-9.04, Synergy_HSA=-5.60.